Dataset: Forward reaction prediction with 1.9M reactions from USPTO patents (1976-2016). Task: Predict the product of the given reaction. (1) Given the reactants [N:1]1[CH:6]=[CH:5][CH:4]=[C:3]([CH2:7][OH:8])[CH:2]=1.Br[C:10]1[N:11]=[CH:12][C:13]([NH:17][S:18]([C:21]2[CH:26]=[CH:25][CH:24]=[C:23]([Cl:27])[C:22]=2[Cl:28])(=[O:20])=[O:19])=[N:14][C:15]=1[Cl:16], predict the reaction product. The product is: [Cl:28][C:22]1[C:23]([Cl:27])=[CH:24][CH:25]=[CH:26][C:21]=1[S:18]([NH:17][C:13]1[C:12]([O:8][CH2:7][C:3]2[CH:2]=[N:1][CH:6]=[CH:5][CH:4]=2)=[N:11][CH:10]=[C:15]([Cl:16])[N:14]=1)(=[O:20])=[O:19]. (2) Given the reactants Br[C:2]1[C:3]([N:22]([CH2:24][CH2:25][OH:26])[CH3:23])=[N:4][CH:5]=[C:6]([CH:21]=1)[C:7]([NH:9][C:10]1[CH:15]=[CH:14][C:13]([O:16][C:17]([F:20])([F:19])[F:18])=[CH:12][CH:11]=1)=[O:8].[CH3:27][C:28]1[N:33]=[CH:32][C:31](B(O)O)=[CH:30][CH:29]=1, predict the reaction product. The product is: [OH:26][CH2:25][CH2:24][N:22]([CH3:23])[C:3]1[C:2]([C:31]2[CH:32]=[N:33][C:28]([CH3:27])=[CH:29][CH:30]=2)=[CH:21][C:6]([C:7]([NH:9][C:10]2[CH:15]=[CH:14][C:13]([O:16][C:17]([F:20])([F:19])[F:18])=[CH:12][CH:11]=2)=[O:8])=[CH:5][N:4]=1. (3) Given the reactants CC1N=C(N2C(=O)N(CC3C=CC(C(F)(F)F)=CC=3)N=C2)SC=1C(OCC)=O.[F:29][C:30]1[CH:55]=[CH:54][C:33]([O:34][CH2:35][CH2:36][N:37]2[C:41](=[O:42])[N:40]([C:43]3[S:44][C:45]([C:49]([O:51]CC)=[O:50])=[C:46]([CH3:48])[N:47]=3)[CH:39]=[N:38]2)=[CH:32][CH:31]=1, predict the reaction product. The product is: [F:29][C:30]1[CH:55]=[CH:54][C:33]([O:34][CH2:35][CH2:36][N:37]2[C:41](=[O:42])[N:40]([C:43]3[S:44][C:45]([C:49]([OH:51])=[O:50])=[C:46]([CH3:48])[N:47]=3)[CH:39]=[N:38]2)=[CH:32][CH:31]=1.